Task: Predict the product of the given reaction.. Dataset: Forward reaction prediction with 1.9M reactions from USPTO patents (1976-2016) (1) Given the reactants [CH3:1][C:2]1[C:6]2[C:7](=[O:19])[N:8]([CH2:11][CH2:12][N:13]3[CH2:18][CH2:17][CH2:16][CH2:15][CH2:14]3)[CH2:9][CH2:10][C:5]=2[NH:4][C:3]=1[CH:20]=O.[Br:22][C:23]1[CH:24]=[C:25]2[CH2:31][C:30](=[O:32])[NH:29][C:26]2=[N:27][CH:28]=1, predict the reaction product. The product is: [Br:22][C:23]1[CH:24]=[C:25]2[C:31](=[CH:20][C:3]3[NH:4][C:5]4[CH2:10][CH2:9][N:8]([CH2:11][CH2:12][N:13]5[CH2:14][CH2:15][CH2:16][CH2:17][CH2:18]5)[C:7](=[O:19])[C:6]=4[C:2]=3[CH3:1])[C:30](=[O:32])[NH:29][C:26]2=[N:27][CH:28]=1. (2) Given the reactants [Li+].[Cl-].C1C[O:6][CH2:5]C1.Br[C:9]1[CH:10]=[C:11]([C:16]2([C:19]#[N:20])[CH2:18][CH2:17]2)[CH:12]=[C:13]([Br:15])[CH:14]=1.CN(C=O)C.[NH4+].[Cl-], predict the reaction product. The product is: [Br:15][C:13]1[CH:12]=[C:11]([C:16]2([C:19]#[N:20])[CH2:18][CH2:17]2)[CH:10]=[C:9]([CH:5]=[O:6])[CH:14]=1. (3) Given the reactants [CH3:1][C:2]1[C:6]([C:7]2[C:8]([O:21][CH3:22])=[CH:9][C:10]3[C:11]4[NH:19][C:18](=[O:20])[O:17][C:12]=4[CH:13]=[N:14][C:15]=3[CH:16]=2)=[C:5]([CH3:23])[O:4][N:3]=1.C([O-])([O-])=O.[Cs+].[Cs+].Br[CH2:31][C:32]1[CH:37]=[CH:36][C:35]([CH3:38])=[CH:34][CH:33]=1, predict the reaction product. The product is: [CH3:1][C:2]1[C:6]([C:7]2[C:8]([O:21][CH3:22])=[CH:9][C:10]3[C:11]4[N:19]([CH2:31][C:32]5[CH:37]=[CH:36][C:35]([CH3:38])=[CH:34][CH:33]=5)[C:18](=[O:20])[O:17][C:12]=4[CH:13]=[N:14][C:15]=3[CH:16]=2)=[C:5]([CH3:23])[O:4][N:3]=1.